From a dataset of NCI-60 drug combinations with 297,098 pairs across 59 cell lines. Regression. Given two drug SMILES strings and cell line genomic features, predict the synergy score measuring deviation from expected non-interaction effect. (1) Cell line: SF-268. Drug 2: C(CN)CNCCSP(=O)(O)O. Drug 1: C1=NC2=C(N1)C(=S)N=C(N2)N. Synergy scores: CSS=18.0, Synergy_ZIP=-8.53, Synergy_Bliss=1.19, Synergy_Loewe=-19.7, Synergy_HSA=0.215. (2) Drug 1: CCC(=C(C1=CC=CC=C1)C2=CC=C(C=C2)OCCN(C)C)C3=CC=CC=C3.C(C(=O)O)C(CC(=O)O)(C(=O)O)O. Drug 2: C(CC(=O)O)C(=O)CN.Cl. Cell line: MCF7. Synergy scores: CSS=11.8, Synergy_ZIP=-3.16, Synergy_Bliss=-0.569, Synergy_Loewe=-1.16, Synergy_HSA=-0.957. (3) Drug 1: C1CC(C1)(C(=O)O)C(=O)O.[NH2-].[NH2-].[Pt+2]. Drug 2: CC1CCC2CC(C(=CC=CC=CC(CC(C(=O)C(C(C(=CC(C(=O)CC(OC(=O)C3CCCCN3C(=O)C(=O)C1(O2)O)C(C)CC4CCC(C(C4)OC)OCCO)C)C)O)OC)C)C)C)OC. Cell line: PC-3. Synergy scores: CSS=7.69, Synergy_ZIP=-2.21, Synergy_Bliss=2.68, Synergy_Loewe=1.42, Synergy_HSA=3.11. (4) Drug 1: CNC(=O)C1=CC=CC=C1SC2=CC3=C(C=C2)C(=NN3)C=CC4=CC=CC=N4. Drug 2: C1=CC(=CC=C1CCCC(=O)O)N(CCCl)CCCl. Cell line: OVCAR-5. Synergy scores: CSS=-2.26, Synergy_ZIP=-4.89, Synergy_Bliss=-2.96, Synergy_Loewe=-4.66, Synergy_HSA=-4.24. (5) Drug 1: C1=CC(=CC=C1CC(C(=O)O)N)N(CCCl)CCCl.Cl. Drug 2: CC12CCC3C(C1CCC2OP(=O)(O)O)CCC4=C3C=CC(=C4)OC(=O)N(CCCl)CCCl.[Na+]. Cell line: CAKI-1. Synergy scores: CSS=7.73, Synergy_ZIP=-9.86, Synergy_Bliss=-9.38, Synergy_Loewe=-7.86, Synergy_HSA=-7.77. (6) Drug 1: CS(=O)(=O)C1=CC(=C(C=C1)C(=O)NC2=CC(=C(C=C2)Cl)C3=CC=CC=N3)Cl. Drug 2: CCC(=C(C1=CC=CC=C1)C2=CC=C(C=C2)OCCN(C)C)C3=CC=CC=C3.C(C(=O)O)C(CC(=O)O)(C(=O)O)O. Cell line: K-562. Synergy scores: CSS=25.3, Synergy_ZIP=4.13, Synergy_Bliss=5.43, Synergy_Loewe=1.30, Synergy_HSA=2.90. (7) Cell line: LOX IMVI. Drug 2: C1CNP(=O)(OC1)N(CCCl)CCCl. Drug 1: C1=CN(C(=O)N=C1N)C2C(C(C(O2)CO)O)O.Cl. Synergy scores: CSS=34.4, Synergy_ZIP=0.737, Synergy_Bliss=-1.00, Synergy_Loewe=-36.5, Synergy_HSA=-1.22. (8) Drug 1: C1CCC(C1)C(CC#N)N2C=C(C=N2)C3=C4C=CNC4=NC=N3. Drug 2: CCC1(C2=C(COC1=O)C(=O)N3CC4=CC5=C(C=CC(=C5CN(C)C)O)N=C4C3=C2)O.Cl. Cell line: NCI-H226. Synergy scores: CSS=16.2, Synergy_ZIP=-7.65, Synergy_Bliss=-5.53, Synergy_Loewe=-43.5, Synergy_HSA=-4.21.